The task is: Predict which catalyst facilitates the given reaction.. This data is from Catalyst prediction with 721,799 reactions and 888 catalyst types from USPTO. (1) Reactant: [Cl:1][C:2]1[CH:10]=[C:9]2[C:5]([C:6]([CH2:18][C:19]([F:22])([F:21])[F:20])=[CH:7][N:8]2C(OC(C)(C)C)=O)=[CH:4][CH:3]=1. Product: [Cl:1][C:2]1[CH:10]=[C:9]2[C:5]([C:6]([CH2:18][C:19]([F:22])([F:20])[F:21])=[CH:7][NH:8]2)=[CH:4][CH:3]=1. The catalyst class is: 330. (2) Reactant: [Mn]([O-])(=O)(=O)=O.[K+].[CH3:7][C:8]1[CH:13]=[N:12][C:11]([C:14]2[N:18]([CH3:19])[C:17]([S:20][CH3:21])=[N:16][N:15]=2)=[CH:10][N:9]=1.S([O-])(O)(=O)=[O:23].[Na+].[OH2:28]. Product: [CH3:7][C:8]1[CH:13]=[N:12][C:11]([C:14]2[N:18]([CH3:19])[C:17]([S:20]([CH3:21])(=[O:23])=[O:28])=[N:16][N:15]=2)=[CH:10][N:9]=1. The catalyst class is: 15. (3) Reactant: [NH2:1][C@H:2]([CH2:17][NH:18][C:19](=[O:36])[CH:20]([CH2:29][C:30]1[CH:35]=[CH:34][CH:33]=[CH:32][CH:31]=1)[CH2:21][CH2:22][C:23]1[CH:28]=[CH:27][CH:26]=[CH:25][CH:24]=1)[CH2:3][CH2:4][CH2:5][NH:6]C(=O)OCC1C=CC=CC=1. Product: [CH2:29]([CH:20]([CH2:21][CH2:22][C:23]1[CH:24]=[CH:25][CH:26]=[CH:27][CH:28]=1)[C:19]([NH:18][CH2:17][C@@H:2]([NH2:1])[CH2:3][CH2:4][CH2:5][NH2:6])=[O:36])[C:30]1[CH:31]=[CH:32][CH:33]=[CH:34][CH:35]=1. The catalyst class is: 261. (4) Reactant: O[CH2:2][C:3]1[C:8]([CH3:9])=[CH:7][CH:6]=[CH:5][C:4]=1[N+:10]([O-:12])=[O:11].C(Cl)(Cl)Cl.P(Br)(Br)[Br:18]. Product: [Br:18][CH2:2][C:3]1[C:8]([CH3:9])=[CH:7][CH:6]=[CH:5][C:4]=1[N+:10]([O-:12])=[O:11]. The catalyst class is: 6. (5) Reactant: C([O:5][C:6](=[O:43])[C:7]1[CH:12]=[CH:11][C:10]([N:13]2[CH2:17][CH2:16][C@H:15]([O:18][C:19]3[CH:24]=[CH:23][C:22]([NH:25][C:26]([C:28]4[N:29]=[C:30]([C:37]5[CH:42]=[CH:41][CH:40]=[CH:39][CH:38]=5)[O:31][C:32]=4[C:33]([F:36])([F:35])[F:34])=[O:27])=[CH:21][CH:20]=3)[CH2:14]2)=[CH:9][CH:8]=1)(C)(C)C. Product: [C:37]1([C:30]2[O:31][C:32]([C:33]([F:36])([F:34])[F:35])=[C:28]([C:26]([NH:25][C:22]3[CH:21]=[CH:20][C:19]([O:18][C@H:15]4[CH2:16][CH2:17][N:13]([C:10]5[CH:11]=[CH:12][C:7]([C:6]([OH:43])=[O:5])=[CH:8][CH:9]=5)[CH2:14]4)=[CH:24][CH:23]=3)=[O:27])[N:29]=2)[CH:38]=[CH:39][CH:40]=[CH:41][CH:42]=1. The catalyst class is: 557. (6) Reactant: [Cl:1][C:2]1[CH:3]=[CH:4][C:5]([OH:21])=[C:6]([CH:20]=1)[C:7]([NH:9][C:10]1[CH:15]=[CH:14][C:13]([N+:16]([O-:18])=[O:17])=[CH:12][C:11]=1[Cl:19])=[O:8].[C:22](Cl)(=[O:29])[C:23]1[CH:28]=[CH:27][CH:26]=[CH:25][CH:24]=1. Product: [C:22]([O:21][C:5]1[CH:4]=[CH:3][C:2]([Cl:1])=[CH:20][C:6]=1[C:7](=[O:8])[NH:9][C:10]1[CH:15]=[CH:14][C:13]([N+:16]([O-:18])=[O:17])=[CH:12][C:11]=1[Cl:19])(=[O:29])[C:23]1[CH:28]=[CH:27][CH:26]=[CH:25][CH:24]=1. The catalyst class is: 537. (7) Reactant: [NH:1]1[C:9]2[C:4](=[CH:5][CH:6]=[CH:7][C:8]=2[C:10]#[N:11])[CH:3]=[CH:2]1.[H-].[Na+].Br[CH2:15][C:16]([O:18][CH2:19][CH3:20])=[O:17]. Product: [C:10]([C:8]1[CH:7]=[CH:6][CH:5]=[C:4]2[C:9]=1[N:1]([CH2:15][C:16]([O:18][CH2:19][CH3:20])=[O:17])[CH:2]=[CH:3]2)#[N:11]. The catalyst class is: 18. (8) Reactant: [N:1]1([C:10](=O)[CH2:11][N:12]2[CH2:17][CH2:16][O:15][C@@H:14]([CH2:18][O:19][C:20]3[CH:25]=[CH:24][CH:23]=[CH:22]N=3)[CH2:13]2)[C:9]2[C:4](=[CH:5][CH:6]=[CH:7][CH:8]=2)[CH2:3][CH2:2]1.[C:27]1(O)C=CC=CC=1.C1(P(C2C=CC=CC=2)C2C=CC=CC=2)C=CC=CC=1.CCOC(/N=N/C(OCC)=O)=O. Product: [N:1]1([CH2:10][CH2:11][N:12]2[CH2:17][CH2:16][O:15][C@H:14]([CH2:18][O:19][C:20]3[CH:27]=[CH:22][CH:23]=[CH:24][CH:25]=3)[CH2:13]2)[C:9]2[C:4](=[CH:5][CH:6]=[CH:7][CH:8]=2)[CH2:3][CH2:2]1. The catalyst class is: 1. (9) Reactant: [OH:1][C:2]1[CH:3]=[C:4]([CH:9]=[C:10]([OH:13])[C:11]=1[I:12])[C:5]([O:7][CH3:8])=[O:6].[CH2:14](Br)[C:15]1[CH:20]=[CH:19][CH:18]=[CH:17][CH:16]=1.C(=O)([O-])[O-].[Cs+].[Cs+]. Product: [CH2:14]([O:1][C:2]1[CH:3]=[C:4]([CH:9]=[C:10]([O:13][CH2:5][C:4]2[CH:9]=[CH:10][CH:11]=[CH:2][CH:3]=2)[C:11]=1[I:12])[C:5]([O:7][CH3:8])=[O:6])[C:15]1[CH:20]=[CH:19][CH:18]=[CH:17][CH:16]=1. The catalyst class is: 21.